Dataset: CYP3A4 inhibition data for predicting drug metabolism from PubChem BioAssay. Task: Regression/Classification. Given a drug SMILES string, predict its absorption, distribution, metabolism, or excretion properties. Task type varies by dataset: regression for continuous measurements (e.g., permeability, clearance, half-life) or binary classification for categorical outcomes (e.g., BBB penetration, CYP inhibition). Dataset: cyp3a4_veith. (1) The drug is CCCC(c1cc(C(C)(C)C)c(O)cc1C)c1cc(C(C)(C)C)c(O)cc1C. The result is 0 (non-inhibitor). (2) The result is 0 (non-inhibitor). The drug is CC1(C)CCC(=O)N[C@H]1CC(=O)C[C@H]1NC(=O)CCC1(C)C.